Task: Predict the reaction yield, written as a fraction of the theoretical maximum amount of product (1.0 means a 100% yield; for example, 0.34 means a 34% yield).. Dataset: Reaction yield outcomes from USPTO patents with 853,638 reactions (1) The reactants are [Cl-].O[NH3+:3].[C:4](=[O:7])([O-])[OH:5].[Na+].CS(C)=O.[CH:13]([S:16][C:17]1[CH:22]=[CH:21][C:20]([N:23]2[C:28](=[O:29])[C:27]([CH2:30][C:31]3[CH:36]=[CH:35][C:34]([C:37]4[C:38]([C:43]#[N:44])=[CH:39][CH:40]=[CH:41][CH:42]=4)=[CH:33][CH:32]=3)=[C:26]([CH2:45][CH2:46][CH3:47])[N:25]=[C:24]2[CH3:48])=[CH:19][CH:18]=1)([CH3:15])[CH3:14]. The catalyst is O.C(OCC)(=O)C. The product is [CH:13]([S:16][C:17]1[CH:18]=[CH:19][C:20]([N:23]2[C:28](=[O:29])[C:27]([CH2:30][C:31]3[CH:36]=[CH:35][C:34]([C:37]4[CH:42]=[CH:41][CH:40]=[CH:39][C:38]=4[C:43]4[NH:3][C:4](=[O:7])[O:5][N:44]=4)=[CH:33][CH:32]=3)=[C:26]([CH2:45][CH2:46][CH3:47])[N:25]=[C:24]2[CH3:48])=[CH:21][CH:22]=1)([CH3:15])[CH3:14]. The yield is 0.670. (2) The reactants are [Li]CCCC.[CH:6]([C@H:9]1[CH2:13][O:12][C:11](=[O:14])[NH:10]1)([CH3:8])[CH3:7].[C:15]1([CH2:21][CH2:22][C:23](Cl)=[O:24])[CH:20]=[CH:19][CH:18]=[CH:17][CH:16]=1. The catalyst is C1COCC1. The product is [CH:6]([C@H:9]1[CH2:13][O:12][C:11](=[O:14])[N:10]1[C:23](=[O:24])[CH2:22][CH2:21][C:15]1[CH:20]=[CH:19][CH:18]=[CH:17][CH:16]=1)([CH3:8])[CH3:7]. The yield is 0.900. (3) The reactants are CC[C@@H]1[C@@H]2C[C@H]([C@@H](OC3C4C(=CC=CC=4)C(O[C@@H](C4C=CN=C5C=4C=C(OC)C=C5)[C@@H]4N5C[C@H](CC)[C@@H](CC5)C4)=NN=3)C3C=CN=C4C=3C=C([O:22]C)C=C4)N(CC2)C1.CS(N)(=O)=O.[CH3:64][O:65][N:66]([CH3:72])[C:67](=[O:71])[C:68]([CH3:70])=[CH2:69].[OH2:73]. No catalyst specified. The product is [OH:73][C@@:68]([CH3:70])([CH2:69][OH:22])[C:67]([N:66]([O:65][CH3:64])[CH3:72])=[O:71]. The yield is 1.18. (4) The reactants are [CH2:1]([O:3][C:4](=[O:20])[C:5]([CH3:19])([C:7]1[CH:12]=[CH:11][CH:10]=[C:9]([C:13]#[C:14][Si](C)(C)C)[CH:8]=1)[CH3:6])[CH3:2].C(=O)([O-])[O-].[K+].[K+]. The catalyst is C(O)C. The product is [CH2:1]([O:3][C:4](=[O:20])[C:5]([C:7]1[CH:12]=[CH:11][CH:10]=[C:9]([C:13]#[CH:14])[CH:8]=1)([CH3:6])[CH3:19])[CH3:2]. The yield is 0.720. (5) The product is [CH3:23][N:3]1[C:2]([CH3:1])=[C:10]2[C:5]([CH:6]=[C:7]([N+:11]([O-:13])=[O:12])[CH:8]=[CH:9]2)=[N:4]1. The catalyst is CS(C)=O. The yield is 0.700. The reactants are [CH3:1][C:2]1[C:10]2[C:5](=[CH:6][C:7]([N+:11]([O-:13])=[O:12])=[CH:8][CH:9]=2)[NH:4][N:3]=1.S(=O)(=O)(O)O.S(OC)(O[CH3:23])(=O)=O.C(=O)(O)[O-].[Na+]. (6) The reactants are Br[C:2]1[CH:3]=[CH:4][C:5]2[O:10][CH2:9][CH2:8][N:7]([C:11]3[CH:12]=[N:13][C:14]([S:18]([CH3:21])(=[O:20])=[O:19])=[C:15]([CH3:17])[CH:16]=3)[C:6]=2[C:22]=1[CH3:23].[CH2:24]([NH2:31])[C:25]1[CH:30]=[CH:29][CH:28]=[CH:27][CH:26]=1.CC([O-])(C)C.[Na+].CC(OC1C=CC=C(OC(C)C)C=1C1C(P(C2CCCCC2)C2CCCCC2)=CC=CC=1)C. The catalyst is O1CCOCC1. The product is [CH2:24]([NH:31][C:2]1[CH:3]=[CH:4][C:5]2[O:10][CH2:9][CH2:8][N:7]([C:11]3[CH:12]=[N:13][C:14]([S:18]([CH3:21])(=[O:20])=[O:19])=[C:15]([CH3:17])[CH:16]=3)[C:6]=2[C:22]=1[CH3:23])[C:25]1[CH:30]=[CH:29][CH:28]=[CH:27][CH:26]=1. The yield is 0.660.